This data is from Forward reaction prediction with 1.9M reactions from USPTO patents (1976-2016). The task is: Predict the product of the given reaction. Given the reactants [C:1]([C:4]1[CH:9]=[N:8][N:7]2[CH:10]=[C:11]([C:13]3[O:17][N:16]=[C:15]([CH3:18])[CH:14]=3)[CH:12]=[C:6]2[C:5]=1[NH:19][C@H:20]1[C@@H:24]([CH2:25][CH3:26])[CH2:23][N:22](C(OC(C)(C)C)=O)[CH2:21]1)(=[O:3])[NH2:2].Cl.O1CCOCC1, predict the reaction product. The product is: [CH2:25]([C@H:24]1[CH2:23][NH:22][CH2:21][C@H:20]1[NH:19][C:5]1[C:6]2[N:7]([CH:10]=[C:11]([C:13]3[O:17][N:16]=[C:15]([CH3:18])[CH:14]=3)[CH:12]=2)[N:8]=[CH:9][C:4]=1[C:1]([NH2:2])=[O:3])[CH3:26].